This data is from Full USPTO retrosynthesis dataset with 1.9M reactions from patents (1976-2016). The task is: Predict the reactants needed to synthesize the given product. Given the product [Br:2][C:3]1[CH:11]=[CH:10][CH:9]=[C:8]2[C:4]=1[CH2:5][CH2:6][C@H:7]2[NH:12][C:18](=[O:19])[O:17][C:14]([CH3:16])([CH3:15])[CH3:13], predict the reactants needed to synthesize it. The reactants are: Cl.[Br:2][C:3]1[CH:11]=[CH:10][CH:9]=[C:8]2[C:4]=1[CH2:5][CH2:6][C@H:7]2[NH2:12].[CH3:13][C:14]([O:17][C:18](O[C:18]([O:17][C:14]([CH3:16])([CH3:15])[CH3:13])=[O:19])=[O:19])([CH3:16])[CH3:15].